This data is from Forward reaction prediction with 1.9M reactions from USPTO patents (1976-2016). The task is: Predict the product of the given reaction. (1) Given the reactants [F:1][C:2]([F:36])([F:35])[C:3]1[CH:4]=[C:5]([CH:13]([N:15]([CH3:34])[C:16]([N:18]2[CH2:23][CH2:22][CH:21]3[CH2:24][NH:25][CH2:26][CH:20]3[CH:19]2[C:27]2[CH:32]=[CH:31][C:30]([F:33])=[CH:29][CH:28]=2)=[O:17])[CH3:14])[CH:6]=[C:7]([C:9]([F:12])([F:11])[F:10])[CH:8]=1.[O:37]1[CH2:42][CH2:41][CH:40]([C:43](O)=[O:44])[CH2:39][CH2:38]1, predict the reaction product. The product is: [F:36][C:2]([F:1])([F:35])[C:3]1[CH:4]=[C:5]([CH:13]([N:15]([CH3:34])[C:16]([N:18]2[CH2:23][CH2:22][CH:21]3[CH2:24][N:25]([C:43]([CH:40]4[CH2:41][CH2:42][O:37][CH2:38][CH2:39]4)=[O:44])[CH2:26][CH:20]3[CH:19]2[C:27]2[CH:28]=[CH:29][C:30]([F:33])=[CH:31][CH:32]=2)=[O:17])[CH3:14])[CH:6]=[C:7]([C:9]([F:12])([F:10])[F:11])[CH:8]=1. (2) Given the reactants [NH2:1]/[C:2](/[CH3:9])=[CH:3]\[C:4]([O:6][CH2:7][CH3:8])=[O:5].ClC1C=C(Cl)C=C(Cl)C=1[C:19](C1C(Cl)=CC(Cl)=CC=1Cl)([C:23]([O-])=[O:24])[C:20]([O-])=[O:21], predict the reaction product. The product is: [OH:24][C:23]1[C:3]([C:4]([O:6][CH2:7][CH3:8])=[O:5])=[C:2]([CH3:9])[NH:1][C:20](=[O:21])[CH:19]=1. (3) Given the reactants [S:1]1[C:5](B(O)O)=[CH:4][C:3]2[CH:9]=[CH:10][CH:11]=[CH:12][C:2]1=2.Cl[C:14]1[N:19]=[C:18](Cl)[C:17]([CH3:21])=[CH:16][N:15]=1.[NH2:22][CH:23]1[CH2:28][C:27]([CH3:30])([CH3:29])[NH:26][C:25]([CH3:32])([CH3:31])[CH2:24]1, predict the reaction product. The product is: [S:1]1[C:5]([C:16]2[C:17]([CH3:21])=[CH:18][N:19]=[C:14]([NH:22][CH:23]3[CH2:24][C:25]([CH3:32])([CH3:31])[NH:26][C:27]([CH3:30])([CH3:29])[CH2:28]3)[N:15]=2)=[CH:4][C:3]2[CH:9]=[CH:10][CH:11]=[CH:12][C:2]1=2. (4) Given the reactants C[O:2][C:3](=[O:43])[C:4]1[CH:9]=[CH:8][CH:7]=[C:6]([C:10]2[CH:11]=[C:12]3[C:39](=[CH:40][CH:41]=2)[O:38][C:15]2([CH2:20][CH2:19][N:18]([C:21]([C:23]4[CH:32]=[C:31]5[C:26]([CH:27]=[CH:28][N:29]=[C:30]5[CH:33]5[CH2:35][CH2:34]5)=[C:25]([O:36][CH3:37])[CH:24]=4)=[O:22])[CH2:17][CH2:16]2)[CH2:14][C:13]3=[O:42])[CH:5]=1.C1COCC1.[OH-].[Na+], predict the reaction product. The product is: [CH:33]1([C:30]2[C:31]3[C:26](=[C:25]([O:36][CH3:37])[CH:24]=[C:23]([C:21]([N:18]4[CH2:19][CH2:20][C:15]5([CH2:14][C:13](=[O:42])[C:12]6[C:39](=[CH:40][CH:41]=[C:10]([C:6]7[CH:5]=[C:4]([CH:9]=[CH:8][CH:7]=7)[C:3]([OH:43])=[O:2])[CH:11]=6)[O:38]5)[CH2:16][CH2:17]4)=[O:22])[CH:32]=3)[CH:27]=[CH:28][N:29]=2)[CH2:35][CH2:34]1. (5) Given the reactants Br[C:2]1[CH:11]=[CH:10][C:9]2[N:8]=[CH:7][C:6]3[N:12]([CH3:23])[C:13](=[O:22])[N:14]([C:15]4[C:16]([CH3:21])=[N:17][N:18]([CH3:20])[CH:19]=4)[C:5]=3[C:4]=2[CH:3]=1.CC1(C)C(C)(C)OB([C:32]2[CH:33]=[CH:34][C:35]([N:38]3[CH2:42][CH2:41][C@@H:40]([OH:43])[CH2:39]3)=[N:36][CH:37]=2)O1, predict the reaction product. The product is: [CH3:20][N:18]1[CH:19]=[C:15]([N:14]2[C:5]3[C:4]4[CH:3]=[C:2]([C:32]5[CH:37]=[N:36][C:35]([N:38]6[CH2:42][CH2:41][C@@H:40]([OH:43])[CH2:39]6)=[CH:34][CH:33]=5)[CH:11]=[CH:10][C:9]=4[N:8]=[CH:7][C:6]=3[N:12]([CH3:23])[C:13]2=[O:22])[C:16]([CH3:21])=[N:17]1. (6) Given the reactants C[O:2][C:3]1[CH:11]=[C:10]2[C:6]([C:7](=[O:19])[C:8](=[O:18])[N:9]2[C:12]2[CH:17]=[CH:16][CH:15]=[CH:14][CH:13]=2)=[CH:5][CH:4]=1.B(Br)(Br)Br, predict the reaction product. The product is: [OH:2][C:3]1[CH:11]=[C:10]2[C:6]([C:7](=[O:19])[C:8](=[O:18])[N:9]2[C:12]2[CH:17]=[CH:16][CH:15]=[CH:14][CH:13]=2)=[CH:5][CH:4]=1. (7) The product is: [C:8]1([CH3:18])[CH:13]=[CH:12][C:11]([CH2:14][C:15]([NH:1][N:2]2[CH2:6][CH2:5][O:4][C:3]2=[O:7])=[O:16])=[CH:10][CH:9]=1. Given the reactants [NH2:1][N:2]1[CH2:6][CH2:5][O:4][C:3]1=[O:7].[C:8]1([CH3:18])[CH:13]=[CH:12][C:11]([CH2:14][C:15](Cl)=[O:16])=[CH:10][CH:9]=1, predict the reaction product. (8) Given the reactants C1(C2C(OCC3(C(F)(F)F)CCCCC3)=CC(F)=C(C=2)C(O)=O)CC1.[CH:26]12[CH2:35][CH:30]3[CH2:31][CH:32]([CH2:34][CH:28]([CH2:29]3)[CH:27]1[CH2:36][O:37][C:38]1[C:46]([CH:47]3[CH2:49][CH2:48]3)=[CH:45][C:41]([C:42](O)=[O:43])=[C:40]([F:50])[CH:39]=1)[CH2:33]2.CS(N)(=O)=O.[N:56]1([S:60]([NH2:63])(=[O:62])=[O:61])[CH2:59][CH2:58][CH2:57]1, predict the reaction product. The product is: [CH:26]12[CH2:35][CH:30]3[CH2:31][CH:32]([CH2:34][CH:28]([CH2:29]3)[CH:27]1[CH2:36][O:37][C:38]1[C:46]([CH:47]3[CH2:48][CH2:49]3)=[CH:45][C:41]([C:42]([NH:63][S:60]([N:56]3[CH2:59][CH2:58][CH2:57]3)(=[O:62])=[O:61])=[O:43])=[C:40]([F:50])[CH:39]=1)[CH2:33]2.